From a dataset of Reaction yield outcomes from USPTO patents with 853,638 reactions. Predict the reaction yield, written as a fraction of the theoretical maximum amount of product (1.0 means a 100% yield; for example, 0.34 means a 34% yield). (1) The reactants are [OH-].[K+].[N+:3]([C:6]1[CH:11]=[CH:10][CH:9]=[CH:8][C:7]=1[S:12]([NH:15][C:16]1[CH:21]=[CH:20][CH:19]=[CH:18][CH:17]=1)(=[O:14])=[O:13])([O-:5])=[O:4].[Br:22][C:23]1[CH:24]=[CH:25][C:26]2[N:27]([CH2:37][CH2:38][CH2:39]Br)[C:28]3[C:33]([C:34]=2[CH:35]=1)=[CH:32][C:31]([Br:36])=[CH:30][CH:29]=3. The catalyst is CN(C=O)C.CCOC(C)=O. The product is [Br:36][C:31]1[CH:30]=[CH:29][C:28]2[N:27]([CH2:37][CH2:38][CH2:39][N:15]([C:16]3[CH:17]=[CH:18][CH:19]=[CH:20][CH:21]=3)[S:12]([C:7]3[CH:8]=[CH:9][CH:10]=[CH:11][C:6]=3[N+:3]([O-:5])=[O:4])(=[O:14])=[O:13])[C:26]3[C:34]([C:33]=2[CH:32]=1)=[CH:35][C:23]([Br:22])=[CH:24][CH:25]=3. The yield is 0.355. (2) The reactants are Cl[C:2]1[C:7]([C:8]#[N:9])=[C:6]([OH:10])[N:5]=[C:4]([CH3:11])[CH:3]=1.[CH3:12][O-:13].[Na+]. The catalyst is CO. The product is [OH:10][C:6]1[N:5]=[C:4]([CH3:11])[CH:3]=[C:2]([O:13][CH3:12])[C:7]=1[C:8]#[N:9]. The yield is 0.210. (3) The yield is 0.940. The catalyst is CO. The reactants are C([O:4][CH2:5][C@@H:6]1[C@@H:13]2[C@@H:9]([O:10][C:11]([CH3:15])([CH3:14])[O:12]2)[C@H:8]([N:16]2[CH:24]=[N:23][C:22]3[C:17]2=[N:18][CH:19]=[N:20][C:21]=3[CH2:25][C:26]2[CH:31]=[CH:30][C:29]([F:32])=[CH:28][CH:27]=2)[O:7]1)(=O)C.N. The product is [F:32][C:29]1[CH:30]=[CH:31][C:26]([CH2:25][C:21]2[N:20]=[CH:19][N:18]=[C:17]3[C:22]=2[N:23]=[CH:24][N:16]3[C@H:8]2[C@@H:9]3[O:10][C:11]([CH3:15])([CH3:14])[O:12][C@@H:13]3[C@@H:6]([CH2:5][OH:4])[O:7]2)=[CH:27][CH:28]=1. (4) The reactants are [N:1]12[CH2:8][CH2:7][C:4]([C:9]([C:17]3[CH:22]=[CH:21][CH:20]=[CH:19][CH:18]=3)([C:11]3[CH:16]=[CH:15][CH:14]=[CH:13][CH:12]=3)[OH:10])([CH2:5][CH2:6]1)[CH2:3][CH2:2]2.CC#N.[C:26]1([O:32][CH2:33][CH2:34][Br:35])[CH:31]=[CH:30][CH:29]=[CH:28][CH:27]=1. The catalyst is C(OCC)(=O)C.CCCCCC. The product is [Br-:35].[OH:10][C:9]([C:17]1[CH:22]=[CH:21][CH:20]=[CH:19][CH:18]=1)([C:11]1[CH:12]=[CH:13][CH:14]=[CH:15][CH:16]=1)[C:4]12[CH2:5][CH2:6][N+:1]([CH2:34][CH2:33][O:32][C:26]3[CH:31]=[CH:30][CH:29]=[CH:28][CH:27]=3)([CH2:2][CH2:3]1)[CH2:8][CH2:7]2. The yield is 0.676. (5) The reactants are [C:1]([C:5]1[CH:6]=[C:7]([C:15]2[CH2:16][C:17]3[C:22]([CH:23]=2)=[CH:21][CH:20]=[CH:19][CH:18]=3)[CH:8]=[C:9]([C:11]([CH3:14])([CH3:13])[CH3:12])[CH:10]=1)([CH3:4])([CH3:3])[CH3:2].[CH2:24]([Li])[CH2:25][CH2:26][CH3:27].[Cl-:29].[Cl-].[Cl-].[Cl-].[Hf+4:33]. The catalyst is C(OCC)C. The product is [Cl-:29].[Cl-:29].[C:1]([C:5]1[CH:6]=[C:7]([C:15]2[CH:23]([Hf+2:33][CH:24]3[C:17]4[C:27](=[CH:22][CH:23]=[CH:15][CH:16]=4)[CH:26]=[C:25]3[C:7]3[CH:6]=[C:5]([C:1]([CH3:3])([CH3:2])[CH3:4])[CH:10]=[C:9]([C:11]([CH3:14])([CH3:13])[CH3:12])[CH:8]=3)[C:22]3[C:17]([CH:16]=2)=[CH:18][CH:19]=[CH:20][CH:21]=3)[CH:8]=[C:9]([C:11]([CH3:14])([CH3:13])[CH3:12])[CH:10]=1)([CH3:2])([CH3:3])[CH3:4]. The yield is 0.720. (6) The reactants are [F:1][C:2]1[CH:11]=[CH:10][C:5]([C:6]([NH2:9])=[N:7][OH:8])=[CH:4][CH:3]=1.[N:12]1[CH:17]=[CH:16][CH:15]=[CH:14][C:13]=1[C:18]#[C:19][CH2:20][CH2:21][C:22](O)=O.C1C=CC2N(O)N=NC=2C=1.CCN=C=NCCCN(C)C.Cl. The catalyst is O1CCOCC1. The product is [F:1][C:2]1[CH:11]=[CH:10][C:5]([C:6]2[N:9]=[C:22]([CH2:21][CH2:20][C:19]#[C:18][C:13]3[CH:14]=[CH:15][CH:16]=[CH:17][N:12]=3)[O:8][N:7]=2)=[CH:4][CH:3]=1. The yield is 0.250. (7) The reactants are C[O:2][C:3]([C:5]1[CH:26]=[CH:25][C:8]2[C:9]3[N:10]=[C:11]([C:17]4[N:21]([CH:22]([CH3:24])[CH3:23])[CH:20]=[N:19][N:18]=4)[S:12][C:13]=3[CH2:14][CH2:15][O:16][C:7]=2[CH:6]=1)=O.[H-].[H-].[H-].[H-].[Li+].[Al+3]. The catalyst is C1COCC1. The product is [CH:22]([N:21]1[CH:20]=[N:19][N:18]=[C:17]1[C:11]1[S:12][C:13]2[CH2:14][CH2:15][O:16][C:7]3[CH:6]=[C:5]([CH2:3][OH:2])[CH:26]=[CH:25][C:8]=3[C:9]=2[N:10]=1)([CH3:24])[CH3:23]. The yield is 0.980. (8) The reactants are S(=O)(=O)(O)O.[NH2:6][C@@H:7]([CH2:10][CH:11]1[CH2:16][CH2:15][CH2:14][CH2:13][CH2:12]1)CO. The catalyst is O. The product is [CH:11]1([C@H:10]2[CH2:7][NH:6]2)[CH2:16][CH2:15][CH2:14][CH2:13][CH2:12]1. The yield is 0.620.